This data is from Reaction yield outcomes from USPTO patents with 853,638 reactions. The task is: Predict the reaction yield, written as a fraction of the theoretical maximum amount of product (1.0 means a 100% yield; for example, 0.34 means a 34% yield). The reactants are [Cl:1][C:2]1[CH:7]=[C:6]([Cl:8])[C:5]([CH3:9])=[CH:4][C:3]=1[S:10]([NH:13][C:14]1[CH:19]=[C:18]([CH3:20])[CH:17]=[C:16]([CH3:21])[CH:15]=1)(=[O:12])=[O:11].[CH3:22][O:23]C(Cl)Cl. The catalyst is C(Cl)Cl.[Ti](Cl)(Cl)(Cl)Cl. The product is [Cl:1][C:2]1[CH:7]=[C:6]([Cl:8])[C:5]([CH3:9])=[CH:4][C:3]=1[S:10]([NH:13][C:14]1[CH:15]=[C:16]([CH3:21])[C:17]([CH:22]=[O:23])=[C:18]([CH3:20])[CH:19]=1)(=[O:12])=[O:11]. The yield is 0.420.